This data is from Forward reaction prediction with 1.9M reactions from USPTO patents (1976-2016). The task is: Predict the product of the given reaction. (1) Given the reactants [NH2:1][C:2]1[S:3][CH:4]=[C:5]([C:12]2[CH:17]=[CH:16][CH:15]=[CH:14][N:13]=2)[C:6]=1[C:7]([O:9]CC)=O.[CH:18]([NH2:20])=O, predict the reaction product. The product is: [N:13]1[CH:14]=[CH:15][CH:16]=[CH:17][C:12]=1[C:5]1[C:6]2[C:7]([OH:9])=[N:20][CH:18]=[N:1][C:2]=2[S:3][CH:4]=1. (2) Given the reactants [NH2:1][C:2]1[CH:3]=[C:4]([C:8]2[C:17]3[C:12](=[C:13]([C:18]([F:21])([F:20])[F:19])[CH:14]=[CH:15][CH:16]=3)[N:11]=[CH:10][C:9]=2[C:22]([C:24]2[CH:29]=[CH:28][CH:27]=[CH:26][CH:25]=2)=[O:23])[CH:5]=[CH:6][CH:7]=1.[CH2:30]([O:32][C:33](=[O:45])[C:34]([F:44])([F:43])[C:35]1[CH:40]=[CH:39][C:38]([CH:41]=O)=[CH:37][CH:36]=1)[CH3:31], predict the reaction product. The product is: [CH2:30]([O:32][C:33](=[O:45])[C:34]([C:35]1[CH:36]=[CH:37][C:38]([CH2:41][NH:1][C:2]2[CH:7]=[CH:6][CH:5]=[C:4]([C:8]3[C:17]4[C:12](=[C:13]([C:18]([F:21])([F:19])[F:20])[CH:14]=[CH:15][CH:16]=4)[N:11]=[CH:10][C:9]=3[C:22](=[O:23])[C:24]3[CH:25]=[CH:26][CH:27]=[CH:28][CH:29]=3)[CH:3]=2)=[CH:39][CH:40]=1)([F:43])[F:44])[CH3:31]. (3) Given the reactants [CH2:1]([C:4]1[CH:14]=[CH:13][C:7]([C:8]([O:10][CH2:11][CH3:12])=[O:9])=[CH:6][CH:5]=1)[CH:2]=[CH2:3].C1C=C(Cl)C=C(C(OO)=[O:23])C=1, predict the reaction product. The product is: [O:23]1[CH2:3][CH:2]1[CH2:1][C:4]1[CH:14]=[CH:13][C:7]([C:8]([O:10][CH2:11][CH3:12])=[O:9])=[CH:6][CH:5]=1. (4) The product is: [I:1][C:2]1[C:10]2[C:5](=[CH:6][CH:7]=[CH:8][CH:9]=2)[N:4]([CH2:15][CH2:16][N:17]2[CH2:22][CH2:21][CH2:20][CH2:19][CH2:18]2)[N:3]=1. Given the reactants [I:1][C:2]1[C:10]2[C:5](=[CH:6][CH:7]=[CH:8][CH:9]=2)[NH:4][N:3]=1.[H-].[Na+].Cl.Cl[CH2:15][CH2:16][N:17]1[CH2:22][CH2:21][CH2:20][CH2:19][CH2:18]1.O, predict the reaction product. (5) Given the reactants [CH2:1]([O:3][C:4]([C:6]1[N:7]=[CH:8][N:9]([CH3:12])[C:10]=1[NH2:11])=[O:5])[CH3:2].[Li+].C[Si]([N-][Si](C)(C)C)(C)C.[CH3:23][C:24]([O:27][C:28](O[C:28]([O:27][C:24]([CH3:26])([CH3:25])[CH3:23])=[O:29])=[O:29])([CH3:26])[CH3:25], predict the reaction product. The product is: [CH2:1]([O:3][C:4]([C:6]1[N:7]=[CH:8][N:9]([CH3:12])[C:10]=1[N:11]([C:28]([O:27][C:24]([CH3:26])([CH3:25])[CH3:23])=[O:29])[C:28]([O:27][C:24]([CH3:26])([CH3:25])[CH3:23])=[O:29])=[O:5])[CH3:2]. (6) Given the reactants [CH2:1]([O:8][C:9]1[CH:14]=[N:13][NH:12][C:11](=[O:15])[CH:10]=1)[C:2]1[CH:7]=[CH:6][CH:5]=[CH:4][CH:3]=1.C(=O)([O-])[O-].[Cs+].[Cs+].Cl[CH2:23][CH2:24][C:25]1[CH:30]=[CH:29][C:28]([CH2:31][OH:32])=[CH:27][CH:26]=1, predict the reaction product. The product is: [CH2:1]([O:8][C:9]1[CH:14]=[N:13][N:12]([CH2:23][CH2:24][C:25]2[CH:30]=[CH:29][C:28]([CH2:31][OH:32])=[CH:27][CH:26]=2)[C:11](=[O:15])[CH:10]=1)[C:2]1[CH:7]=[CH:6][CH:5]=[CH:4][CH:3]=1.